The task is: Regression. Given a peptide amino acid sequence and an MHC pseudo amino acid sequence, predict their binding affinity value. This is MHC class I binding data.. This data is from Peptide-MHC class I binding affinity with 185,985 pairs from IEDB/IMGT. (1) The peptide sequence is QIIGYVIGT. The MHC is HLA-A02:03 with pseudo-sequence HLA-A02:03. The binding affinity (normalized) is 0.569. (2) The peptide sequence is EKPKFLPDL. The MHC is HLA-B46:01 with pseudo-sequence HLA-B46:01. The binding affinity (normalized) is 0.0847. (3) The peptide sequence is VLYCVHQRV. The MHC is HLA-B08:03 with pseudo-sequence HLA-B08:03. The binding affinity (normalized) is 0.0847. (4) The peptide sequence is GVAGALVAFK. The MHC is HLA-A31:01 with pseudo-sequence HLA-A31:01. The binding affinity (normalized) is 0.252. (5) The peptide sequence is ILQPILQRLSA. The MHC is Mamu-B08 with pseudo-sequence Mamu-B08. The binding affinity (normalized) is 0. (6) The peptide sequence is GIADFIIFK. The MHC is HLA-B15:17 with pseudo-sequence HLA-B15:17. The binding affinity (normalized) is 0.0847. (7) The peptide sequence is PTPTPEAL. The MHC is Mamu-A01 with pseudo-sequence Mamu-A01. The binding affinity (normalized) is 0.836. (8) The peptide sequence is PLYRLSPKK. The MHC is HLA-B35:01 with pseudo-sequence HLA-B35:01. The binding affinity (normalized) is 0.0847.